Dataset: Peptide-MHC class II binding affinity with 134,281 pairs from IEDB. Task: Regression. Given a peptide amino acid sequence and an MHC pseudo amino acid sequence, predict their binding affinity value. This is MHC class II binding data. (1) The peptide sequence is AEHQAIVRDVLAASD. The MHC is DRB3_0202 with pseudo-sequence DRB3_0202. The binding affinity (normalized) is 0.181. (2) The peptide sequence is NNRIWLQFAKLTGFT. The MHC is HLA-DQA10102-DQB10602 with pseudo-sequence HLA-DQA10102-DQB10602. The binding affinity (normalized) is 0.658. (3) The MHC is DRB1_0301 with pseudo-sequence DRB1_0301. The peptide sequence is SGGNHMLLDGVSVVA. The binding affinity (normalized) is 0.648. (4) The peptide sequence is AFYVAATAANAAPAN. The MHC is DRB1_1001 with pseudo-sequence DRB1_1001. The binding affinity (normalized) is 0.781.